Dataset: Catalyst prediction with 721,799 reactions and 888 catalyst types from USPTO. Task: Predict which catalyst facilitates the given reaction. (1) Product: [CH3:16][C:17]1[CH:24]=[C:23]([CH3:25])[CH:22]=[C:21]([CH3:26])[C:18]=1[CH2:19][S:15][C:13]1[O:14][C:10]([C:7]2[CH:8]=[CH:9][C:4]3[NH:3][CH:2]=[N:1][C:5]=3[CH:6]=2)=[N:11][N:12]=1. Reactant: [NH:1]1[C:5]2[CH:6]=[C:7]([C:10]3[O:14][C:13]([SH:15])=[N:12][N:11]=3)[CH:8]=[CH:9][C:4]=2[N:3]=[CH:2]1.[CH3:16][C:17]1[CH:24]=[C:23]([CH3:25])[CH:22]=[C:21]([CH3:26])[C:18]=1[CH2:19]Br. The catalyst class is: 14. (2) Reactant: [CH3:1][C:2]1[C:6]2[CH:7]=[C:8]([C:11]([F:14])([F:13])[F:12])[CH:9]=[CH:10][C:5]=2[S:4][C:3]=1/[CH:15]=[CH:16]/[CH2:17]O.C(Br)(Br)(Br)[Br:20].C1(P(C2C=CC=CC=2)C2C=CC=CC=2)C=CC=CC=1. Product: [Br:20][CH2:17]/[CH:16]=[CH:15]/[C:3]1[S:4][C:5]2[CH:10]=[CH:9][C:8]([C:11]([F:14])([F:13])[F:12])=[CH:7][C:6]=2[C:2]=1[CH3:1]. The catalyst class is: 2. (3) Reactant: O[CH2:2][CH2:3][CH2:4][O:5][C:6]1[CH:15]=[C:14]2[C:9]([CH2:10][CH2:11][C:12]([CH2:21][CH3:22])([C:16]([O:18][CH2:19][CH3:20])=[O:17])[O:13]2)=[CH:8][CH:7]=1.C1(P(C2C=CC=CC=2)C2C=CC=CC=2)C=CC=CC=1.C(Br)(Br)(Br)[Br:43]. Product: [Br:43][CH2:2][CH2:3][CH2:4][O:5][C:6]1[CH:15]=[C:14]2[C:9]([CH2:10][CH2:11][C:12]([CH2:21][CH3:22])([C:16]([O:18][CH2:19][CH3:20])=[O:17])[O:13]2)=[CH:8][CH:7]=1. The catalyst class is: 23. (4) Reactant: [CH2:1]([O:3][C:4](=[O:25])[CH2:5][S:6]([N:9]1[CH2:14][CH2:13][CH:12]([C:15]([O:17]CC2C=CC=CC=2)=[O:16])[CH2:11][CH2:10]1)(=[O:8])=[O:7])[CH3:2]. Product: [CH2:1]([O:3][C:4](=[O:25])[CH2:5][S:6]([N:9]1[CH2:10][CH2:11][CH:12]([C:15]([OH:17])=[O:16])[CH2:13][CH2:14]1)(=[O:7])=[O:8])[CH3:2]. The catalyst class is: 19. (5) Reactant: [H-].[Al+3].[Li+].[H-].[H-].[H-].[C:7]1([C@H:13]([OH:17])[CH2:14][C:15]#[N:16])[CH:12]=[CH:11][CH:10]=[CH:9][CH:8]=1. Product: [C:7]1([C@H:13]([OH:17])[CH2:14][CH2:15][NH2:16])[CH:12]=[CH:11][CH:10]=[CH:9][CH:8]=1. The catalyst class is: 1. (6) Product: [CH2:1]([O:8][CH2:9][CH2:10][O:11][C:12]1[CH:24]=[CH:23][C:15]([C:16]([OH:18])=[O:17])=[C:14]([CH3:25])[N:13]=1)[C:2]1[CH:3]=[CH:4][CH:5]=[CH:6][CH:7]=1. The catalyst class is: 4. Reactant: [CH2:1]([O:8][CH2:9][CH2:10][O:11][C:12]1[CH:24]=[CH:23][C:15]([C:16]([O:18]C(C)(C)C)=[O:17])=[C:14]([CH3:25])[N:13]=1)[C:2]1[CH:7]=[CH:6][CH:5]=[CH:4][CH:3]=1.FC(F)(F)C(O)=O.C1(C)C=CC=CC=1. (7) Reactant: [C:1]([CH2:4][C:5]1[N:6]=[C:7]([S:10][C:11]([CH3:16])([CH3:15])[C:12]([OH:14])=[O:13])[S:8][CH:9]=1)([OH:3])=O.[N:17]1[CH:22]=[CH:21][CH:20]=[CH:19][CH:18]=1.Cl.O1CCO[CH2:26][CH2:25]1. Product: [CH2:22]([NH:17][C:1](=[O:3])[CH2:4][C:5]1[N:6]=[C:7]([S:10][C:11]([CH3:16])([CH3:15])[C:12]([OH:14])=[O:13])[S:8][CH:9]=1)[CH2:21][CH2:20][CH2:19][CH2:18][CH2:25][CH3:26]. The catalyst class is: 9. (8) Reactant: C([N:8]1[CH2:17][C:16]2[NH:15][C:14]3[C:18]([Br:26])=[CH:19][CH:20]=[C:21]([C:22]([O:24][CH3:25])=[O:23])[C:13]=3[C:12](=[O:27])[C:11]=2[CH2:10][CH2:9]1)C1C=CC=CC=1.[H][H]. Product: [BrH:26].[O:27]=[C:12]1[C:11]2[CH2:10][CH2:9][NH:8][CH2:17][C:16]=2[NH:15][C:14]2[CH:18]=[CH:19][CH:20]=[C:21]([C:22]([O:24][CH3:25])=[O:23])[C:13]1=2. The catalyst class is: 19. (9) Reactant: [CH2:1]([N:3]([S:9]([C:12]1[CH:17]=[CH:16][CH:15]=[C:14]([F:18])[CH:13]=1)(=[O:11])=[O:10])[C:4](=[CH2:8])[C:5]([OH:7])=O)[CH3:2].CCOC(OC(OCC)=O)=O.[F:30][C:31]([F:47])([F:46])[C:32]1[CH:37]=[CH:36][C:35]([C:38]2[CH:43]=[C:42]([CH2:44][NH2:45])[CH:41]=[CH:40][N:39]=2)=[CH:34][CH:33]=1. Product: [CH2:1]([N:3]([S:9]([C:12]1[CH:17]=[CH:16][CH:15]=[C:14]([F:18])[CH:13]=1)(=[O:11])=[O:10])[C:4](=[CH2:8])[C:5]([NH:45][CH2:44][C:42]1[CH:41]=[CH:40][N:39]=[C:38]([C:35]2[CH:36]=[CH:37][C:32]([C:31]([F:47])([F:30])[F:46])=[CH:33][CH:34]=2)[CH:43]=1)=[O:7])[CH3:2]. The catalyst class is: 1. (10) Reactant: Cl[S:2]([N:5]=C=O)(=[O:4])=[O:3].C(O)=O.[NH2:11][CH2:12][C:13]1[CH:14]=[CH:15][C:16]2[S:21][C:20]3[N:22]=[CH:23][CH:24]=[N:25][C:19]=3[NH:18][C:17]=2[CH:26]=1.C(=O)([O-])[O-].[K+].[K+]. Product: [N:25]1[C:19]2[NH:18][C:17]3[CH:26]=[C:13]([CH2:12][NH:11][S:2]([NH2:5])(=[O:4])=[O:3])[CH:14]=[CH:15][C:16]=3[S:21][C:20]=2[N:22]=[CH:23][CH:24]=1. The catalyst class is: 54.